This data is from Reaction yield outcomes from USPTO patents with 853,638 reactions. The task is: Predict the reaction yield, written as a fraction of the theoretical maximum amount of product (1.0 means a 100% yield; for example, 0.34 means a 34% yield). The reactants are [C:1]1([C:7]2[NH:11][CH:10]=[C:9]([CH:12]=[O:13])[CH:8]=2)[CH:6]=[CH:5][CH:4]=[CH:3][CH:2]=1.[H-].[Na+].C1OCCOCCOCCOCCOC1.[S:31]1[C:35]2[CH:36]=[CH:37][CH:38]=[CH:39][C:34]=2[CH:33]=[C:32]1[S:40](Cl)(=[O:42])=[O:41]. The catalyst is O1CCCC1.[Cl-].[Na+].O. The product is [S:31]1[C:35]2[CH:36]=[CH:37][CH:38]=[CH:39][C:34]=2[CH:33]=[C:32]1[S:40]([N:11]1[C:7]([C:1]2[CH:6]=[CH:5][CH:4]=[CH:3][CH:2]=2)=[CH:8][C:9]([CH:12]=[O:13])=[CH:10]1)(=[O:42])=[O:41]. The yield is 0.840.